This data is from Catalyst prediction with 721,799 reactions and 888 catalyst types from USPTO. The task is: Predict which catalyst facilitates the given reaction. (1) Reactant: [CH3:1][O:2][C:3]1[CH:4]=[C:5]2[C:10](=[CH:11][C:12]=1[O:13][CH3:14])[N:9]=[CH:8][CH:7]=[C:6]2[O:15][C:16]1[C:22]([CH3:23])=[CH:21][C:19]([NH2:20])=[C:18]([CH3:24])[CH:17]=1.C1(C)C=CC=CC=1.C(N(CC)CC)C.Cl[C:40](Cl)([O:42]C(=O)OC(Cl)(Cl)Cl)Cl.[CH3:51][CH:52]([CH3:61])[CH:53]([C:55]1[CH:60]=[CH:59][CH:58]=[CH:57][CH:56]=1)[OH:54]. Product: [CH3:1][O:2][C:3]1[CH:4]=[C:5]2[C:10](=[CH:11][C:12]=1[O:13][CH3:14])[N:9]=[CH:8][CH:7]=[C:6]2[O:15][C:16]1[C:22]([CH3:23])=[CH:21][C:19]([NH:20][C:40](=[O:42])[O:54][CH:53]([C:55]2[CH:60]=[CH:59][CH:58]=[CH:57][CH:56]=2)[CH:52]([CH3:61])[CH3:51])=[C:18]([CH3:24])[CH:17]=1. The catalyst class is: 2. (2) The catalyst class is: 71. Reactant: [C:1]([CH:3]1[CH2:8][CH2:7][N:6](C(OC(C)(C)C)=O)[CH2:5][CH:4]1[S:16][CH3:17])#[N:2].[ClH:18]. Product: [ClH:18].[CH3:17][S:16][CH:4]1[CH:3]([C:1]#[N:2])[CH2:8][CH2:7][NH:6][CH2:5]1. (3) Reactant: [Br:1][CH2:2][CH2:3][CH2:4][C:5]([CH3:8])([OH:7])[CH3:6].N1C(C)=CC=CC=1C.[Si:17](OS(C(F)(F)F)(=O)=O)([C:20]([CH3:23])([CH3:22])[CH3:21])([CH3:19])[CH3:18].O. Product: [Br:1][CH2:2][CH2:3][CH2:4][C:5]([CH3:8])([O:7][Si:17]([C:20]([CH3:23])([CH3:22])[CH3:21])([CH3:19])[CH3:18])[CH3:6]. The catalyst class is: 2. (4) Reactant: [F:1][C:2]1[CH:7]=[CH:6][CH:5]=[C:4]([OH:8])[C:3]=1[C:9](=[O:11])[CH3:10].[CH2:12]([N:19]1[CH2:24][CH2:23][C:22](=O)[CH2:21][CH2:20]1)[C:13]1[CH:18]=[CH:17][CH:16]=[CH:15][CH:14]=1.N1CCCC1. Product: [CH2:12]([N:19]1[CH2:24][CH2:23][C:22]2([CH2:10][C:9](=[O:11])[C:3]3[C:4](=[CH:5][CH:6]=[CH:7][C:2]=3[F:1])[O:8]2)[CH2:21][CH2:20]1)[C:13]1[CH:18]=[CH:17][CH:16]=[CH:15][CH:14]=1. The catalyst class is: 5.